This data is from Forward reaction prediction with 1.9M reactions from USPTO patents (1976-2016). The task is: Predict the product of the given reaction. The product is: [C:27]([OH:32])(=[O:33])[C:34]([OH:36])=[O:37].[Cl:25][C:13]1[N:9]([CH2:8][C:7]2[CH:6]=[CH:5][C:4]([F:3])=[CH:24][CH:23]=2)[C:10]([C:17]2[CH:18]=[CH:19][CH:20]=[CH:21][CH:22]=2)=[N:11][C:12]=1[CH2:14][NH:15][CH3:16]. Given the reactants Cl.Cl.[F:3][C:4]1[CH:24]=[CH:23][C:7]([CH2:8][N:9]2[CH:13]=[C:12]([CH2:14][NH:15][CH3:16])[N:11]=[C:10]2[C:17]2[CH:22]=[CH:21][CH:20]=[CH:19][CH:18]=2)=[CH:6][CH:5]=1.[Cl:25]N1C(=O)CC[C:27]1=[O:32].[OH2:33].[C:34](=[O:37])([O-:36])O.[Na+], predict the reaction product.